From a dataset of Reaction yield outcomes from USPTO patents with 853,638 reactions. Predict the reaction yield, written as a fraction of the theoretical maximum amount of product (1.0 means a 100% yield; for example, 0.34 means a 34% yield). (1) The reactants are Br[C:2]1[S:6][C:5]([NH:7][C:8]([NH:10][C:11]2[CH:16]=[CH:15][C:14]([CH3:17])=[CH:13][C:12]=2[C:18]([CH:20]2[CH2:24][CH2:23][CH2:22][CH2:21]2)=[O:19])=[O:9])=[N:4][CH:3]=1.[SH:25][C:26]1[N:31]=[CH:30][CH:29]=[CH:28][N:27]=1. No catalyst specified. The product is [CH:20]1([C:18]([C:12]2[CH:13]=[C:14]([CH3:17])[CH:15]=[CH:16][C:11]=2[NH:10][C:8]([NH:7][C:5]2[S:6][C:2]([S:25][C:26]3[N:31]=[CH:30][CH:29]=[CH:28][N:27]=3)=[CH:3][N:4]=2)=[O:9])=[O:19])[CH2:24][CH2:23][CH2:22][CH2:21]1. The yield is 0.320. (2) The reactants are [CH:1](=[N:6][OH:7])[CH2:2][CH2:3][CH2:4][CH3:5].C(=NO)CCC.CN[C:16](NC)=[CH:17][C:18]([O:20][CH2:21][CH3:22])=[O:19]. No catalyst specified. The product is [CH2:21]([O:20][C:18]([C:17]1[C:1]([CH2:2][CH2:3][CH2:4][CH3:5])=[N:6][O:7][CH:16]=1)=[O:19])[CH3:22]. The yield is 0.610. (3) The yield is 0.398. The reactants are [CH:1]1([CH2:4][C:5]([OH:12])([CH3:11])[C:6]([O:8]CC)=[O:7])[CH2:3][CH2:2]1.[Li+].[OH-]. The product is [CH:1]1([CH2:4][C:5]([OH:12])([CH3:11])[C:6]([OH:8])=[O:7])[CH2:3][CH2:2]1. The catalyst is CO. (4) The reactants are [CH:1]1[C:10]2[C:5](=[CH:6][CH:7]=[CH:8][CH:9]=2)[CH:4]=[CH:3][C:2]=1[S:11]([CH:14]1[CH2:19][CH2:18][NH:17][CH2:16][CH2:15]1)(=[O:13])=[O:12].Cl[C:21]1[CH:26]=[CH:25][C:24]([N+:27]([O-:29])=[O:28])=[CH:23][N:22]=1. No catalyst specified. The product is [CH:1]1[C:10]2[C:5](=[CH:6][CH:7]=[CH:8][CH:9]=2)[CH:4]=[CH:3][C:2]=1[S:11]([CH:14]1[CH2:19][CH2:18][N:17]([C:21]2[CH:26]=[CH:25][C:24]([N+:27]([O-:29])=[O:28])=[CH:23][N:22]=2)[CH2:16][CH2:15]1)(=[O:12])=[O:13]. The yield is 0.310. (5) The reactants are [N:1]1([CH2:6][CH2:7][CH2:8][O:9][C:10]2[CH:15]=[CH:14][C:13]([C:16]3([CH2:22][NH2:23])[CH2:21][CH2:20][O:19][CH2:18][CH2:17]3)=[CH:12][CH:11]=2)[CH2:5][CH2:4][CH2:3][CH2:2]1.C(N(CC)CC)C.[C:31]1([CH2:37][C:38](Cl)=[O:39])[CH:36]=[CH:35][CH:34]=[CH:33][CH:32]=1. The catalyst is ClCCl. The product is [C:31]1([CH2:37][C:38]([NH:23][CH2:22][C:16]2([C:13]3[CH:14]=[CH:15][C:10]([O:9][CH2:8][CH2:7][CH2:6][N:1]4[CH2:5][CH2:4][CH2:3][CH2:2]4)=[CH:11][CH:12]=3)[CH2:17][CH2:18][O:19][CH2:20][CH2:21]2)=[O:39])[CH:36]=[CH:35][CH:34]=[CH:33][CH:32]=1. The yield is 0.120. (6) The reactants are [CH:1]([C:3]1[CH:4]=[CH:5][C:6]2[C:15]3[CH:14]=[C:13]4[CH2:16][CH2:17][CH2:18][C:19](=[O:20])[C:12]4=[CH:11][C:10]=3[O:9][CH2:8][C:7]=2[CH:21]=1)=[CH2:2].C1C(=O)N([Br:29])C(=O)C1.[OH2:30]. The catalyst is C1COCC1.CS(C)=O.CCOC(C)=O.O=[Mn]=O. The product is [Br:29][CH2:2][C:1]([C:3]1[CH:4]=[CH:5][C:6]2[C:15]3[CH:14]=[C:13]4[CH2:16][CH2:17][CH2:18][C:19](=[O:20])[C:12]4=[CH:11][C:10]=3[O:9][CH2:8][C:7]=2[CH:21]=1)=[O:30]. The yield is 0.560.